This data is from Merck oncology drug combination screen with 23,052 pairs across 39 cell lines. The task is: Regression. Given two drug SMILES strings and cell line genomic features, predict the synergy score measuring deviation from expected non-interaction effect. (1) Drug 1: O=C(O)C1(Cc2cccc(Nc3nccs3)n2)CCC(Oc2cccc(Cl)c2F)CC1. Drug 2: NC(=O)c1cccc2cn(-c3ccc(C4CCCNC4)cc3)nc12. Cell line: NCIH520. Synergy scores: synergy=-12.6. (2) Drug 2: O=C(O)C1(Cc2cccc(Nc3nccs3)n2)CCC(Oc2cccc(Cl)c2F)CC1. Cell line: LNCAP. Drug 1: CCC1(O)CC2CN(CCc3c([nH]c4ccccc34)C(C(=O)OC)(c3cc4c(cc3OC)N(C)C3C(O)(C(=O)OC)C(OC(C)=O)C5(CC)C=CCN6CCC43C65)C2)C1. Synergy scores: synergy=3.19. (3) Drug 2: Cn1c(=O)n(-c2ccc(C(C)(C)C#N)cc2)c2c3cc(-c4cnc5ccccc5c4)ccc3ncc21. Drug 1: COc1cccc2c1C(=O)c1c(O)c3c(c(O)c1C2=O)CC(O)(C(=O)CO)CC3OC1CC(N)C(O)C(C)O1. Cell line: NCIH2122. Synergy scores: synergy=3.37. (4) Drug 1: CCc1c2c(nc3ccc(O)cc13)-c1cc3c(c(=O)n1C2)COC(=O)C3(O)CC. Drug 2: CNC(=O)c1cc(Oc2ccc(NC(=O)Nc3ccc(Cl)c(C(F)(F)F)c3)cc2)ccn1. Cell line: T47D. Synergy scores: synergy=-2.29. (5) Drug 1: CCC1=CC2CN(C1)Cc1c([nH]c3ccccc13)C(C(=O)OC)(c1cc3c(cc1OC)N(C)C1C(O)(C(=O)OC)C(OC(C)=O)C4(CC)C=CCN5CCC31C54)C2. Drug 2: CCN(CC)CCNC(=O)c1c(C)[nH]c(C=C2C(=O)Nc3ccc(F)cc32)c1C. Cell line: PA1. Synergy scores: synergy=-13.1. (6) Drug 1: O=S1(=O)NC2(CN1CC(F)(F)F)C1CCC2Cc2cc(C=CCN3CCC(C(F)(F)F)CC3)ccc2C1. Drug 2: CN(C)C(=N)N=C(N)N. Cell line: NCIH23. Synergy scores: synergy=7.34. (7) Drug 1: COC12C(COC(N)=O)C3=C(C(=O)C(C)=C(N)C3=O)N1CC1NC12. Drug 2: NC(=O)c1cccc2cn(-c3ccc(C4CCCNC4)cc3)nc12. Cell line: A2058. Synergy scores: synergy=0.908. (8) Cell line: NCIH460. Drug 1: CS(=O)(=O)CCNCc1ccc(-c2ccc3ncnc(Nc4ccc(OCc5cccc(F)c5)c(Cl)c4)c3c2)o1. Drug 2: CNC(=O)c1cc(Oc2ccc(NC(=O)Nc3ccc(Cl)c(C(F)(F)F)c3)cc2)ccn1. Synergy scores: synergy=16.8. (9) Drug 1: CCN(CC)CCNC(=O)c1c(C)[nH]c(C=C2C(=O)Nc3ccc(F)cc32)c1C. Drug 2: NC1(c2ccc(-c3nc4ccn5c(=O)[nH]nc5c4cc3-c3ccccc3)cc2)CCC1. Cell line: UACC62. Synergy scores: synergy=34.7. (10) Drug 1: N.N.O=C(O)C1(C(=O)O)CCC1.[Pt]. Drug 2: N#Cc1ccc(Cn2cncc2CN2CCN(c3cccc(Cl)c3)C(=O)C2)cc1. Cell line: VCAP. Synergy scores: synergy=4.98.